This data is from Reaction yield outcomes from USPTO patents with 853,638 reactions. The task is: Predict the reaction yield, written as a fraction of the theoretical maximum amount of product (1.0 means a 100% yield; for example, 0.34 means a 34% yield). (1) The yield is 0.520. The catalyst is O1CCOCC1. The reactants are [C:1]([NH:7][C:8](=[O:30])[NH:9][C:10]1[N:15]=[CH:14][C:13]([O:16][C:17]2[CH:22]=[CH:21][N:20]=[C:19]([NH:23][C:24](=[O:29])OC(C)=C)[CH:18]=2)=[CH:12][CH:11]=1)(=[O:6])[C:2]([CH3:5])([CH3:4])[CH3:3].[NH:31]1[CH2:36][CH2:35][O:34][CH2:33][CH2:32]1.CN1CCCC1. The product is [C:1]([NH:7][C:8](=[O:30])[NH:9][C:10]1[N:15]=[CH:14][C:13]([O:16][C:17]2[CH:22]=[CH:21][N:20]=[C:19]([NH:23][C:24]([N:31]3[CH2:36][CH2:35][O:34][CH2:33][CH2:32]3)=[O:29])[CH:18]=2)=[CH:12][CH:11]=1)(=[O:6])[C:2]([CH3:4])([CH3:3])[CH3:5]. (2) The catalyst is CC#N. The product is [C:13]([O:12][C@H:11]1[C@H:10]([O:16][C:17](=[O:19])[CH3:18])[C@H:9]([O:20][C:21](=[O:23])[CH3:22])[CH:8]([CH2:30][CH:29]=[CH2:28])[O:7][C@@H:6]1[CH2:5][O:4][C:1](=[O:3])[CH3:2])(=[O:15])[CH3:14]. The reactants are [C:1]([O:4][CH2:5][C@@H:6]1[C@@H:11]([O:12][C:13](=[O:15])[CH3:14])[C@H:10]([O:16][C:17](=[O:19])[CH3:18])[C@H:9]([O:20][C:21](=[O:23])[CH3:22])[C@@H:8](OC(=O)C)[O:7]1)(=[O:3])[CH3:2].[CH2:28]([Si](C)(C)C)[CH:29]=[CH2:30].B(F)(F)F.F[B-](F)(F)C#C[Si](C)(C)C.C([O-])(O)=O.[Na+]. The yield is 0.460. (3) The reactants are Br[CH2:2][C:3]1[CH:8]=[CH:7][C:6]([N+:9]([O-:11])=[O:10])=[CH:5][CH:4]=1.[N:12]1([C:18]([O:20][C:21]([CH3:24])([CH3:23])[CH3:22])=[O:19])[CH2:17][CH2:16][NH:15][CH2:14][CH2:13]1.C(=O)([O-])[O-].[Na+].[Na+].O. The catalyst is CN(C=O)C. The product is [N+:9]([C:6]1[CH:7]=[CH:8][C:3]([CH2:2][N:15]2[CH2:14][CH2:13][N:12]([C:18]([O:20][C:21]([CH3:24])([CH3:23])[CH3:22])=[O:19])[CH2:17][CH2:16]2)=[CH:4][CH:5]=1)([O-:11])=[O:10]. The yield is 0.950. (4) The reactants are [CH2:1]([C:8]1[CH:20]=[CH:19][C:11]([O:12][CH2:13][C@@H:14]2[CH2:18][CH2:17][CH2:16][NH:15]2)=[CH:10][CH:9]=1)[C:2]1[CH:7]=[CH:6][CH:5]=[CH:4][CH:3]=1.CN(C=O)C.[C:26]([O:30][C:31](=[O:34])[CH2:32]Br)([CH3:29])([CH3:28])[CH3:27].C(=O)([O-])[O-].[K+].[K+]. The catalyst is O. The product is [C:26]([O:30][C:31](=[O:34])[CH2:32][N:15]1[CH2:16][CH2:17][CH2:18][C@H:14]1[CH2:13][O:12][C:11]1[CH:19]=[CH:20][C:8]([CH2:1][C:2]2[CH:3]=[CH:4][CH:5]=[CH:6][CH:7]=2)=[CH:9][CH:10]=1)([CH3:29])([CH3:28])[CH3:27]. The yield is 0.640. (5) The reactants are [OH:1][C:2]1[CH:3]=[C:4]([CH:7]=[CH:8][CH:9]=1)[CH2:5][OH:6].[OH-].[K+].[C:12](OC(=O)C)(=[O:14])[CH3:13]. The catalyst is O. The product is [C:12]([O:1][C:2]1[CH:9]=[CH:8][CH:7]=[C:4]([CH2:5][OH:6])[CH:3]=1)(=[O:14])[CH3:13]. The yield is 0.540.